From a dataset of Catalyst prediction with 721,799 reactions and 888 catalyst types from USPTO. Predict which catalyst facilitates the given reaction. (1) Reactant: Br[C:2]1[C:3]([NH2:8])=[N:4][CH:5]=[CH:6][CH:7]=1.[CH3:9][O:10][C:11]1[CH:12]=[C:13]2[C:18](=[CH:19][CH:20]=1)[CH:17]=[C:16](B(O)O)[CH:15]=[CH:14]2.O.O.O.O.O.O.O.O.O.O.C(=O)([O-])[O-].[Na+].[Na+]. Product: [CH3:9][O:10][C:11]1[CH:12]=[C:13]2[C:18](=[CH:19][CH:20]=1)[CH:17]=[C:16]([C:2]1[C:3]([NH2:8])=[N:4][CH:5]=[CH:6][CH:7]=1)[CH:15]=[CH:14]2. The catalyst class is: 108. (2) Reactant: N(C(OC(C)C)=O)=NC(OC(C)C)=O.C1(P(C2C=CC=CC=2)C2C=CC=CC=2)C=CC=CC=1.[Cl:34][C:35]1[C:36]2[C:43]([I:44])=[CH:42][NH:41][C:37]=2[N:38]=[CH:39][N:40]=1.O[CH:46]1[CH2:51][CH2:50][N:49]([C:52]([O:54][C:55]([CH3:58])([CH3:57])[CH3:56])=[O:53])[CH2:48][CH2:47]1. Product: [Cl:34][C:35]1[C:36]2[C:43]([I:44])=[CH:42][N:41]([CH:46]3[CH2:51][CH2:50][N:49]([C:52]([O:54][C:55]([CH3:58])([CH3:57])[CH3:56])=[O:53])[CH2:48][CH2:47]3)[C:37]=2[N:38]=[CH:39][N:40]=1. The catalyst class is: 182.